The task is: Predict which catalyst facilitates the given reaction.. This data is from Catalyst prediction with 721,799 reactions and 888 catalyst types from USPTO. (1) Reactant: [CH:1]1([C:5]2[NH:9][N:8]=[C:7]([NH2:10])[CH:6]=2)[CH2:4][CH2:3][CH2:2]1.[Cl:11][C:12]1[CH:19]=[CH:18][C:15]([CH:16]=O)=[CH:14][CH:13]=1.[CH3:20][C:21]1(C)OC(=O)CC(=O)[O:22]1. The catalyst class is: 14. Product: [Cl:11][C:12]1[CH:19]=[CH:18][C:15]([CH:16]2[CH2:20][C:21](=[O:22])[NH:10][C:7]3=[N:8][NH:9][C:5]([CH:1]4[CH2:4][CH2:3][CH2:2]4)=[C:6]23)=[CH:14][CH:13]=1. (2) Reactant: C([SiH2][O:6][C:7](C)(C)[C:8]1[N:13]=[C:12]([CH:14]([OH:17])[CH2:15][CH3:16])[CH:11]=[CH:10][CH:9]=1)(C)(C)C.Br[CH2:21][C:22]1[CH:27]=[CH:26][C:25]([C:28]([F:31])([F:30])[F:29])=[CH:24][CH:23]=1.[H-].[Na+]. Product: [F:29][C:28]([F:30])([F:31])[C:25]1[CH:26]=[CH:27][C:22]([CH2:21][O:17][CH:14]([C:12]2[N:13]=[C:8]([CH2:7][OH:6])[CH:9]=[CH:10][CH:11]=2)[CH2:15][CH3:16])=[CH:23][CH:24]=1. The catalyst class is: 3. (3) Reactant: [F:1][C:2]1[CH:3]=[C:4]([C:8]2[C:9]([O:30][CH3:31])=[C:10]([C:26]([O:28][CH3:29])=[O:27])[C:11]3[N:12]=[CH:13][C:14](OS(C(F)(F)F)(=O)=O)=[N:15][C:16]=3[CH:17]=2)[CH:5]=[CH:6][CH:7]=1.C([Sn](CCCC)(CCCC)[C:37]1[S:38][CH:39]=[CH:40][N:41]=1)CCC.C(C1C=NC2C(C(OC)=O)=C(OC)C(C3C=CC=C(F)C=3)=CC=2N=1)CCC. Product: [F:1][C:2]1[CH:3]=[C:4]([C:8]2[C:9]([O:30][CH3:31])=[C:10]([C:26]([O:28][CH3:29])=[O:27])[C:11]3[N:12]=[CH:13][C:14]([C:37]4[S:38][CH:39]=[CH:40][N:41]=4)=[N:15][C:16]=3[CH:17]=2)[CH:5]=[CH:6][CH:7]=1. The catalyst class is: 77. (4) Reactant: Cl[C:2]1[C:11]2=[N:12][N:13](CC3C=CC(OC)=CC=3)[CH:14]=[C:10]2[C:9]2[CH:8]=[C:7]([O:24][CH3:25])[CH:6]=[CH:5][C:4]=2[N:3]=1.[F:26][C:27]1[CH:33]=[C:32]([F:34])[CH:31]=[CH:30][C:28]=1[NH2:29].Cl. Product: [F:26][C:27]1[CH:33]=[C:32]([F:34])[CH:31]=[CH:30][C:28]=1[NH:29][C:2]1[C:11]2=[N:12][NH:13][CH:14]=[C:10]2[C:9]2[CH:8]=[C:7]([O:24][CH3:25])[CH:6]=[CH:5][C:4]=2[N:3]=1. The catalyst class is: 71. (5) Reactant: [Cl:1][C:2]1[CH:3]=[C:4]([C:20]2[C:21]([C:26]#[N:27])=[CH:22][CH:23]=[CH:24][CH:25]=2)[CH:5]=[CH:6][C:7]=1[CH2:8][C:9]1[C:14](=[O:15])[NH:13][C:12]([CH3:16])=[N:11][C:10]=1[CH2:17][CH2:18][CH3:19].[CH3:28][C:29]1([CH3:41])[CH2:33][C:32]2[CH:34]=[C:35](B(O)O)[CH:36]=[CH:37][C:31]=2[O:30]1.C([N:44](CC)CC)C.N1C=CC=CC=1.[C:55]([O:58]CC)(=[O:57])C. Product: [Cl:1][C:2]1[CH:3]=[C:4]([C:20]2[CH:25]=[CH:24][CH:23]=[CH:22][C:21]=2[C:26]2[NH:44][C:55](=[O:57])[O:58][N:27]=2)[CH:5]=[CH:6][C:7]=1[CH2:8][C:9]1[C:14](=[O:15])[N:13]([C:35]2[CH:36]=[CH:37][C:31]3[O:30][C:29]([CH3:41])([CH3:28])[CH2:33][C:32]=3[CH:34]=2)[C:12]([CH3:16])=[N:11][C:10]=1[CH2:17][CH2:18][CH3:19]. The catalyst class is: 221. (6) Reactant: [N:1]1[CH:6]=[CH:5][C:4]([C:7]([OH:9])=O)=[CH:3][CH:2]=1.Cl.[CH3:11][NH:12][O:13][CH3:14].O. Product: [CH3:14][O:13][N:12]([CH3:11])[C:7](=[O:9])[C:4]1[CH:5]=[CH:6][N:1]=[CH:2][CH:3]=1. The catalyst class is: 2.